From a dataset of Full USPTO retrosynthesis dataset with 1.9M reactions from patents (1976-2016). Predict the reactants needed to synthesize the given product. (1) Given the product [CH3:1][O:2][C:3]([C:5]1[CH:14]=[CH:13][C:12]2[C@@H:11]([OH:15])[CH2:10][CH2:9][CH2:8][C:7]=2[CH:6]=1)=[O:4], predict the reactants needed to synthesize it. The reactants are: [CH3:1][O:2][C:3]([C:5]1[CH:14]=[CH:13][C:12]2[C:11](=[O:15])[CH2:10][CH2:9][CH2:8][C:7]=2[CH:6]=1)=[O:4].CO. (2) Given the product [C:1]([O:5][C:6]([NH:7][C@H:8]([C:10]1[CH:15]=[CH:14][C:13]([CH2:16][CH2:17][O:28][C:19](=[O:30])[C:26]2[CH:21]=[CH:22][CH:23]=[CH:24][CH:25]=2)=[CH:12][CH:11]=1)[CH3:9])=[O:18])([CH3:4])([CH3:2])[CH3:3], predict the reactants needed to synthesize it. The reactants are: [C:1]([O:5][C:6](=[O:18])[NH:7][C@H:8]([C:10]1[CH:15]=[CH:14][C:13]([CH:16]=[CH2:17])=[CH:12][CH:11]=1)[CH3:9])([CH3:4])([CH3:3])[CH3:2].[CH:19]12B[CH:23]([CH2:24][CH2:25][CH2:26]1)[CH2:22][CH2:21]C2.[OH-:28].[Na+].[OH:30]O.